Dataset: Full USPTO retrosynthesis dataset with 1.9M reactions from patents (1976-2016). Task: Predict the reactants needed to synthesize the given product. (1) Given the product [C:34]([C:33]1[CH:36]=[CH:37][C:30]([CH2:29][N:21]([CH2:20][CH2:19][N:14]2[CH2:15][CH:16]3[O:18][CH:12]([CH2:11][N:10]([CH2:9][C:8]4[CH:7]=[CH:6][C:5]([C:3]#[N:4])=[CH:27][CH:26]=4)[CH2:17]3)[CH2:13]2)[S:22]([CH3:25])(=[O:24])=[O:23])=[CH:31][CH:32]=1)#[N:35], predict the reactants needed to synthesize it. The reactants are: [H-].[Na+].[C:3]([C:5]1[CH:27]=[CH:26][C:8]([CH2:9][N:10]2[CH2:17][CH:16]3[O:18][CH:12]([CH2:13][N:14]([CH2:19][CH2:20][NH:21][S:22]([CH3:25])(=[O:24])=[O:23])[CH2:15]3)[CH2:11]2)=[CH:7][CH:6]=1)#[N:4].Br[CH2:29][C:30]1[CH:37]=[CH:36][C:33]([C:34]#[N:35])=[CH:32][CH:31]=1. (2) Given the product [OH:1][CH2:2][C:3]([CH3:9])([CH3:8])[C:4]([NH:11][CH3:10])=[O:5], predict the reactants needed to synthesize it. The reactants are: [OH:1][CH2:2][C:3]([CH3:9])([CH3:8])[C:4](OC)=[O:5].[CH3:10][NH2:11].